From a dataset of Catalyst prediction with 721,799 reactions and 888 catalyst types from USPTO. Predict which catalyst facilitates the given reaction. (1) Reactant: [NH2:1][C:2]1[CH:3]=[C:4]([SH:8])[CH:5]=[CH:6][CH:7]=1.[C:9](O[C:9]([O:11][C:12]([CH3:15])([CH3:14])[CH3:13])=[O:10])([O:11][C:12]([CH3:15])([CH3:14])[CH3:13])=[O:10].C(=O)(O)[O-].[Na+]. Product: [C:12]([O:11][C:9](=[O:10])[NH:1][C:2]1[CH:7]=[CH:6][CH:5]=[C:4]([SH:8])[CH:3]=1)([CH3:15])([CH3:14])[CH3:13]. The catalyst class is: 21. (2) Reactant: [CH3:1][C:2]1([C:8]([O:10]CC2C=CC=CC=2)=[O:9])[CH2:7][C:4]2([CH2:6][CH2:5]2)[CH2:3]1.[OH-].[Na+]. Product: [CH3:1][C:2]1([C:8]([OH:10])=[O:9])[CH2:7][C:4]2([CH2:6][CH2:5]2)[CH2:3]1. The catalyst class is: 20. (3) Reactant: C1(C)C=CC=CC=1.[CH3:8][C:9]1[CH:22]=[C:21]([C:23]([C:25]([F:28])([F:27])[F:26])=[CH2:24])[CH:20]=[CH:19][C:10]=1[NH:11][C:12](=[O:18])[O:13][C:14]([CH3:17])([CH3:16])[CH3:15].[CH2:29]([N+:36]#[C-:37])[C:30]1[CH:35]=[CH:34][CH:33]=[CH:32][CH:31]=1. Product: [CH3:8][C:9]1[CH:22]=[C:21]([C:23]2([C:25]([F:26])([F:27])[F:28])[CH:37]=[N:36][CH:29]([C:30]3[CH:35]=[CH:34][CH:33]=[CH:32][CH:31]=3)[CH2:24]2)[CH:20]=[CH:19][C:10]=1[NH:11][C:12](=[O:18])[O:13][C:14]([CH3:17])([CH3:15])[CH3:16]. The catalyst class is: 6. (4) Reactant: [Cl:1][C:2]1[CH:3]=[C:4]2[C:9](=[CH:10][C:11]=1[C:12]([OH:14])=O)[N:8]=[CH:7][N:6]=[C:5]2[NH:15][CH:16]([C:18]1[NH:22][C:21]2[CH:23]=[CH:24][C:25]([Cl:27])=[CH:26][C:20]=2[N:19]=1)[CH3:17].FC1C(OC(N(C)C)=[N+](C)C)=C(F)C(F)=C(F)C=1F.F[P-](F)(F)(F)(F)F.C(N(C(C)C)CC)(C)C.C(OC([NH:70][CH2:71][CH2:72][CH:73]1[CH2:78][CH2:77][CH2:76][CH2:75][NH:74]1)=O)(C)(C)C.FC(F)(F)C(O)=O. Product: [Cl:1][C:2]1[CH:3]=[C:4]2[C:9](=[CH:10][C:11]=1[C:12]([N:74]1[CH2:75][CH2:76][CH2:77][CH2:78][CH:73]1[CH2:72][CH2:71][NH2:70])=[O:14])[N:8]=[CH:7][N:6]=[C:5]2[NH:15][CH:16]([C:18]1[NH:22][C:21]2[CH:23]=[CH:24][C:25]([Cl:27])=[CH:26][C:20]=2[N:19]=1)[CH3:17]. The catalyst class is: 16.